From a dataset of Experimentally validated miRNA-target interactions with 360,000+ pairs, plus equal number of negative samples. Binary Classification. Given a miRNA mature sequence and a target amino acid sequence, predict their likelihood of interaction. (1) The miRNA is hsa-miR-5580-3p with sequence CACAUAUGAAGUGAGCCAGCAC. The protein sequence of the target gene is MRGAGAILRPAARGARDLNPRRDISSWLAQWFPRTPARSVVALKTPIKVELVAGKTYRWCVCGRSKKQPFCDGSHFFQRTGLSPLKFKAQETRMVALCTCKATQRPPYCDGTHRSERVQKAEVGSPL. Result: 0 (no interaction). (2) The miRNA is dme-miR-314-3p with sequence UAUUCGAGCCAAUAAGUUCGG. The protein sequence of the target gene is MVDALTYDDVYVNFTQEEWALLNPSQKSLYKDVMLETYRNLNAVGYNWEDSNIEEHCESSRRHGRHERNHTGEKPYEGIQYGEAFVHHSSLQMRKIIHTGEKRYKCNQCDKAYSRHSILQIHKRTHSGEKPYECNQCGKAFTQHSHLKIHMVTHTGEKPYKCDQCGKAFAFHSTLQVHKRTHTGEKPYECNQCSKAFAHHCHLRVHKRIHTGEKPYKCDQCGKAFVGQNDLKRHERVHTGEKPYKCNECGKAFVCNASLRTHKTTHTGVKPYECKQCTKSFASHGQLQKHERIHTGEKPY.... Result: 0 (no interaction). (3) The miRNA is mmu-miR-686 with sequence AUUGCUUCCCAGACGGUGAAGA. The protein sequence of the target gene is MGKSIPQYLGQLDIRKSVVSLATGAGAIYLLYKAIKAGIKCKPPLCSNSPICIARLAVERERHGRDSGELRRLLNSLECKQDEYAKSMILHSITRCVYLLEAEASACTTDDIVLLGYMLDDKDNSVKTQALNTLKAFSGIRKFRLKIQEHSIKVLELISTIWDTELHIAGLRLLNNLPLPDYVHPQLRRVMPALMEILQSDYILAQVQAVRLLSYLAQKNDLLYDILNCQVHSNFLNLFQPTQSGSLLYEVLVFAERLSEGRNAPHYHVVKWHYNEQSLHESLFGEESRLADRLLALVIH.... Result: 0 (no interaction). (4) The miRNA is hsa-miR-2054 with sequence CUGUAAUAUAAAUUUAAUUUAUU. The protein sequence of the target gene is MSGSLGRAAAALLRWGRGAGGGGLWGPGVRAAGSGAGGGGSAEQLDALVKKDKVVVFLKGTPEQPQCGFSNAVVQILRLHGVRDYAAYNVLDDPELRQGIKDYSNWPTIPQVYLNGEFVGGCDILLQMHQNGDLVEELKKLGIHSALLDEKKDQDSK. Result: 1 (interaction). (5) The miRNA is hsa-miR-8055 with sequence CUUUGAGCACAUGAGCAGACGGA. The protein sequence of the target gene is MKHFLRMLIQVCLYFYCKFLWRCLKFVMRKLTGRCELQRICYNTKPGASRTMKIETSLRDSKSKLLQTSVSVHPDAIEKTIEDIMELKKINPDVNPQLGISLQACLLQIVGYRNLIADVEKLRREAYDSDNPQHEEMLLKLWKFLKPNTPLESRISKQWCEIGFQGDDPKTDFRGMGLLGLYNLQYFAERDATAAQQVLSDSLHPKCRDITKEEISKFSKAEWEKKRMDKAIGYSFAIVGINITDLAYNLLVSGALKTHFYNIAPEAPTLSHFQQTFCYLMHEFHKFWIEEDPMDIMEFN.... Result: 1 (interaction). (6) The miRNA is hsa-miR-378a-5p with sequence CUCCUGACUCCAGGUCCUGUGU. The protein sequence of the target gene is MWINFVKLRLFCCLLAVLMVVVLVVNVTQVEYLDRETASATFIDSGGQFVSSQVIRISRNPYCGYERQILSSRERLEEDSLLAALQWQEPDVGPVPFLKSTDPSSSYFVILNSAAFFRVGSQLEVLVHVQDFQRKPKKYGGDYLQARIHSPKLQAGAVGRVVDYQNGFYKVFFTLLWPGQVKVSISLVHPSEGIRVLQYLQEKKPDRVYFKSLFRSGRISETTECNVCLPGSLPLCNFTDLYTGEPWFCFKPKKLPCSSRINHFKGGYLKGLLTATENAFFQSGVNIKMPINSSGPDWVT.... Result: 0 (no interaction). (7) The miRNA is hsa-miR-6124 with sequence GGGAAAAGGAAGGGGGAGGA. The protein sequence of the target gene is MNHLNVLAKALYDNVAESPDELSFRKGDIMTVLEQDTQGLDGWWLCSLHGRQGIVPGNRLKILVGMYDKKPAGPGPGPPATPAQPQPGLHAPAPPASQYTPMLPNTYQPQPDSVYLVPTPSKAQQGLYQVPGPSPQFQSPPAKQTSTFSKQTPHHPFPSPATDLYQVPPGPGGPAQDIYQVPPSAGMGHDIYQVPPSMDTRSWEGTKPPAKVVVPTRVGQGYVYEAAQPEQDEYDIPRHLLAPGPQDIYDVPPVRGLLPSQYGQEVYDTPPMAVKGPNGRDPLLEVYDVPPSVEKGLPPS.... Result: 1 (interaction). (8) The miRNA is hsa-miR-16-5p with sequence UAGCAGCACGUAAAUAUUGGCG. The protein sequence of the target gene is MASRSKRRAVESGVPQPPDPPVQRDEEEEKEVENEDEDDDDSDKEKDEEDEVIDEEVNIEFEAYSLSDNDYDGIKKLLQQLFLKAPVNTAELTDLLIQQNHIGSVIKQTDVSEDSNDDMDEDEVFGFISLLNLTERKGTQCVEQIQELVLRFCEKNCEKSMVEQLDKFLNDTTKPVGLLLSERFINVPPQIALPMYQQLQKELAGAHRTNKPCGKCYFYLLISKTFVEAGKNNSKKKPSNKKKAALMFANAEEEFFYEKAILKFNYSVQEESDTCLGGKWSFDDVPMTPLRTVMLIPGDK.... Result: 1 (interaction). (9) The miRNA is hsa-miR-3944-5p with sequence UGUGCAGCAGGCCAACCGAGA. The protein sequence of the target gene is MGKIALQLKATLENITNLRPVGEDFRWYLKMKCGNCGEISDKWQYIRLMDSVALKGGRGSASMVQKCKLCARENSIEILSSTIKPYNAEDNENFKTIVEFECRGLEPVDFQPQAGFAAEGVESGTAFSDINLQEKDWTDYDEKAQESVGIYEVTHQFVKC. Result: 0 (no interaction). (10) The miRNA is hsa-miR-3185 with sequence AGAAGAAGGCGGUCGGUCUGCGG. The protein sequence of the target gene is MDSKDESSHVWPTSAEHEQNAAQVHFVPDTGTVAQIVYTDDQVRPPQQVVYTADGASYTSVDGPEHTLVYIHPVEAAQTLFTDPGQVAYVQQDATAQQASLPVHNQVLPSIESVDGSDPLATLQTPLGRLEAKEEEDEDEDEDTEEDEEEDGEDTDLDDWEPDPPRPFDPHDLWCEECNNAHASVCPKHGPLHPIPNRPVLTRARASLPLVLYIDRFLGGVFSKRRIPKRTQFGPVEGPLVRGSELKDCYIHLKVSLDKGDRKERDLHEDLWFELSDETLCNWMMFVRPAQNHLEQNLVA.... Result: 1 (interaction).